From a dataset of Forward reaction prediction with 1.9M reactions from USPTO patents (1976-2016). Predict the product of the given reaction. (1) Given the reactants [CH3:1][O:2][C:3]1[CH:4]=[CH:5][C:6]([N:12]=[CH:13][CH2:14][N+:15]([O-:17])=[O:16])=[C:7]([CH:11]=1)[C:8](O)=[O:9].C(OC(=O)C)(=O)C.C([O-])(=O)C.[K+], predict the reaction product. The product is: [CH3:1][O:2][C:3]1[CH:11]=[C:7]2[C:6](=[CH:5][CH:4]=1)[N:12]=[CH:13][C:14]([N+:15]([O-:17])=[O:16])=[C:8]2[OH:9]. (2) Given the reactants Br[C:2]1[CH:7]=[CH:6][C:5]([C:8]2[N:9]([CH2:15][C@@H:16]3[CH2:20][CH2:19][N:18]([C:21]([CH:23]4[CH2:25][CH2:24]4)=[O:22])[CH2:17]3)[C:10](=[O:14])[N:11]([CH3:13])[N:12]=2)=[CH:4][CH:3]=1.[NH:26]1[C:34]2[C:29](=[CH:30][CH:31]=[C:32](B(O)O)[CH:33]=2)[CH:28]=[CH:27]1.[O-]P([O-])([O-])=O.[K+].[K+].[K+], predict the reaction product. The product is: [CH:23]1([C:21]([N:18]2[CH2:19][CH2:20][C@@H:16]([CH2:15][N:9]3[C:8]([C:5]4[CH:6]=[CH:7][C:2]([C:32]5[CH:33]=[C:34]6[C:29]([CH:28]=[CH:27][NH:26]6)=[CH:30][CH:31]=5)=[CH:3][CH:4]=4)=[N:12][N:11]([CH3:13])[C:10]3=[O:14])[CH2:17]2)=[O:22])[CH2:25][CH2:24]1. (3) The product is: [F:33][C:27]1[CH:28]=[CH:29][CH:30]=[C:31]([F:32])[C:26]=1[S:23]([NH:22][C:18]1[CH:17]=[C:16]([C:9]2[N:10]=[C:11]([CH:13]([CH3:15])[CH3:14])[S:12][C:8]=2[C:6]2[CH:5]=[CH:4][N:3]=[C:2]([NH:34][C:35]3[CH:36]=[CH:37][C:38]([N:45]4[CH2:46][CH2:47][O:48][CH2:49][CH2:50]4)=[C:39]([CH:44]=3)[C:40]([OH:42])=[O:41])[N:7]=2)[CH:21]=[CH:20][CH:19]=1)(=[O:25])=[O:24]. Given the reactants Cl[C:2]1[N:7]=[C:6]([C:8]2[S:12][C:11]([CH:13]([CH3:15])[CH3:14])=[N:10][C:9]=2[C:16]2[CH:17]=[C:18]([NH:22][S:23]([C:26]3[C:31]([F:32])=[CH:30][CH:29]=[CH:28][C:27]=3[F:33])(=[O:25])=[O:24])[CH:19]=[CH:20][CH:21]=2)[CH:5]=[CH:4][N:3]=1.[NH2:34][C:35]1[CH:36]=[CH:37][C:38]([N:45]2[CH2:50][CH2:49][O:48][CH2:47][CH2:46]2)=[C:39]([CH:44]=1)[C:40]([O:42]C)=[O:41], predict the reaction product. (4) Given the reactants [CH3:1][O:2][C:3](=[O:13])[CH2:4][CH2:5][C:6]1[CH:11]=[CH:10][C:9]([OH:12])=C[CH:7]=1.S(Cl)([Cl:17])(=O)=O.Cl[CH2:20][Cl:21], predict the reaction product. The product is: [OH:12][C:9]1[C:10]([Cl:17])=[CH:11][C:6]([CH2:5][CH2:4][C:3]([O:2][CH3:1])=[O:13])=[CH:7][C:20]=1[Cl:21]. (5) Given the reactants Cl.[CH2:2]([N:9]1[CH2:14][CH2:13][C:12](=O)[CH2:11][CH2:10]1)[C:3]1[CH:8]=[CH:7][CH:6]=[CH:5][CH:4]=1.[C-:16]#[N:17].[K+].S([O-])([O-])(=O)=O.[Mg+2].C([CH2:32][CH2:33][NH2:34])C1C=CC=CC=1.[C:35]1([CH3:41])[CH:40]=[CH:39][CH:38]=[CH:37][CH:36]=1, predict the reaction product. The product is: [CH2:2]([N:9]1[CH2:14][CH2:13][C:12]([C:16]#[N:17])([N:34]([CH2:41][C:35]2[CH:40]=[CH:39][CH:38]=[CH:37][CH:36]=2)[CH2:33][CH3:32])[CH2:11][CH2:10]1)[C:3]1[CH:8]=[CH:7][CH:6]=[CH:5][CH:4]=1.